This data is from Retrosynthesis with 50K atom-mapped reactions and 10 reaction types from USPTO. The task is: Predict the reactants needed to synthesize the given product. (1) The reactants are: COC(=O)c1cccc(Cn2c(C)c(C)c3cc(C(=O)N[C@@H](C)c4cccc(C5CC5)c4)ccc32)c1. Given the product Cc1c(C)n(Cc2cccc(C(=O)O)c2)c2ccc(C(=O)N[C@@H](C)c3cccc(C4CC4)c3)cc12, predict the reactants needed to synthesize it. (2) Given the product COc1ccc(Oc2ccc([N+](=O)[O-])cc2)c2ccccc12, predict the reactants needed to synthesize it. The reactants are: COc1ccc(O)c2ccccc12.O=[N+]([O-])c1ccc(F)cc1. (3) Given the product CS(=O)(=O)Nc1ccccc1C1CCNCC1, predict the reactants needed to synthesize it. The reactants are: CC(C)(C)OC(=O)N1CCC(c2ccccc2NS(C)(=O)=O)CC1. (4) Given the product Cc1ccc2c(c1)C(c1ccc(F)cc1)CN2, predict the reactants needed to synthesize it. The reactants are: Cc1ccc2[nH]cc(-c3ccc(F)cc3)c2c1. (5) Given the product CC(C)[Si](O[C@H]1CC[C@@]2(C)C(=CC(=O)[C@@H]3[C@@H]2CC[C@@]2(C)[C@H]3CC[C@@H]2[C@H](C)CCC(=O)O)C1)(C(C)C)C(C)C, predict the reactants needed to synthesize it. The reactants are: COC(=O)CC[C@@H](C)[C@H]1CC[C@H]2[C@@H]3C(=O)C=C4C[C@@H](O[Si](C(C)C)(C(C)C)C(C)C)CC[C@]4(C)[C@H]3CC[C@@]21C.